This data is from NCI-60 drug combinations with 297,098 pairs across 59 cell lines. The task is: Regression. Given two drug SMILES strings and cell line genomic features, predict the synergy score measuring deviation from expected non-interaction effect. (1) Drug 1: CC1CCCC2(C(O2)CC(NC(=O)CC(C(C(=O)C(C1O)C)(C)C)O)C(=CC3=CSC(=N3)C)C)C. Drug 2: B(C(CC(C)C)NC(=O)C(CC1=CC=CC=C1)NC(=O)C2=NC=CN=C2)(O)O. Cell line: CAKI-1. Synergy scores: CSS=57.8, Synergy_ZIP=-1.80, Synergy_Bliss=-2.60, Synergy_Loewe=-1.74, Synergy_HSA=-1.01. (2) Drug 1: C1CCN(CC1)CCOC2=CC=C(C=C2)C(=O)C3=C(SC4=C3C=CC(=C4)O)C5=CC=C(C=C5)O. Drug 2: CC1C(C(CC(O1)OC2CC(CC3=C2C(=C4C(=C3O)C(=O)C5=C(C4=O)C(=CC=C5)OC)O)(C(=O)CO)O)N)O.Cl. Cell line: IGROV1. Synergy scores: CSS=44.5, Synergy_ZIP=6.79, Synergy_Bliss=7.06, Synergy_Loewe=5.83, Synergy_HSA=6.26. (3) Drug 1: C1=NC2=C(N=C(N=C2N1C3C(C(C(O3)CO)O)F)Cl)N. Drug 2: CC(C)(C#N)C1=CC(=CC(=C1)CN2C=NC=N2)C(C)(C)C#N. Cell line: SN12C. Synergy scores: CSS=-0.494, Synergy_ZIP=-0.337, Synergy_Bliss=-3.52, Synergy_Loewe=-4.30, Synergy_HSA=-4.19. (4) Drug 1: C1CCC(C1)C(CC#N)N2C=C(C=N2)C3=C4C=CNC4=NC=N3. Drug 2: CN1C(=O)N2C=NC(=C2N=N1)C(=O)N. Cell line: MDA-MB-435. Synergy scores: CSS=-14.1, Synergy_ZIP=7.11, Synergy_Bliss=0.592, Synergy_Loewe=-4.77, Synergy_HSA=-8.18. (5) Drug 1: CC(C)(C#N)C1=CC(=CC(=C1)CN2C=NC=N2)C(C)(C)C#N. Drug 2: CC1=C2C(C(=O)C3(C(CC4C(C3C(C(C2(C)C)(CC1OC(=O)C(C(C5=CC=CC=C5)NC(=O)OC(C)(C)C)O)O)OC(=O)C6=CC=CC=C6)(CO4)OC(=O)C)O)C)O. Cell line: SN12C. Synergy scores: CSS=-0.561, Synergy_ZIP=-0.895, Synergy_Bliss=-3.40, Synergy_Loewe=-3.67, Synergy_HSA=-3.93. (6) Drug 1: CC1=CC2C(CCC3(C2CCC3(C(=O)C)OC(=O)C)C)C4(C1=CC(=O)CC4)C. Drug 2: C1=CN(C(=O)N=C1N)C2C(C(C(O2)CO)O)O.Cl. Cell line: MDA-MB-231. Synergy scores: CSS=21.7, Synergy_ZIP=-0.901, Synergy_Bliss=3.61, Synergy_Loewe=-37.2, Synergy_HSA=-5.72. (7) Drug 1: CC1=C(C(=O)C2=C(C1=O)N3CC4C(C3(C2COC(=O)N)OC)N4)N. Drug 2: CC1C(C(CC(O1)OC2CC(CC3=C2C(=C4C(=C3O)C(=O)C5=C(C4=O)C(=CC=C5)OC)O)(C(=O)CO)O)N)O.Cl. Cell line: SF-268. Synergy scores: CSS=47.5, Synergy_ZIP=-4.59, Synergy_Bliss=-0.109, Synergy_Loewe=-5.55, Synergy_HSA=3.29. (8) Drug 1: CC1=CC2C(CCC3(C2CCC3(C(=O)C)OC(=O)C)C)C4(C1=CC(=O)CC4)C. Drug 2: C(=O)(N)NO. Cell line: SK-MEL-28. Synergy scores: CSS=-0.907, Synergy_ZIP=9.91, Synergy_Bliss=2.81, Synergy_Loewe=-0.910, Synergy_HSA=-1.58.